Dataset: Full USPTO retrosynthesis dataset with 1.9M reactions from patents (1976-2016). Task: Predict the reactants needed to synthesize the given product. (1) Given the product [CH3:12][NH:11][C:6]1[C:5]2[C:9](=[CH:10][C:2]([B:13]3[O:17][C:16]([CH3:19])([CH3:18])[C:15]([CH3:21])([CH3:20])[O:14]3)=[CH:3][CH:4]=2)[NH:8][N:7]=1, predict the reactants needed to synthesize it. The reactants are: Br[C:2]1[CH:10]=[C:9]2[C:5]([C:6]([NH:11][CH3:12])=[N:7][NH:8]2)=[CH:4][CH:3]=1.[B:13]1([B:13]2[O:17][C:16]([CH3:19])([CH3:18])[C:15]([CH3:21])([CH3:20])[O:14]2)[O:17][C:16]([CH3:19])([CH3:18])[C:15]([CH3:21])([CH3:20])[O:14]1.CC([O-])=O.[K+]. (2) Given the product [CH2:31]([O:26][C:20]1[CH:19]=[C:18]([C:15]2[O:16][CH:17]=[C:13]([CH2:12][CH2:11][C:10]([C:5]3[CH:6]=[CH:7][CH:8]=[CH:9][C:4]=3[O:3][CH2:1][CH3:2])=[O:27])[N:14]=2)[CH:23]=[CH:22][C:21]=1[O:24][CH3:25])[CH:30]=[CH2:29], predict the reactants needed to synthesize it. The reactants are: [CH2:1]([O:3][C:4]1[CH:9]=[CH:8][CH:7]=[CH:6][C:5]=1[C:10](=[O:27])[CH2:11][CH2:12][C:13]1[N:14]=[C:15]([C:18]2[CH:23]=[CH:22][C:21]([O:24][CH3:25])=[C:20]([OH:26])[CH:19]=2)[O:16][CH:17]=1)[CH3:2].N12CCCN=C1CC[CH2:31][CH2:30][CH2:29]2.C(Br)C=C. (3) The reactants are: [CH3:1][O:2][C:3]([C:5]1[S:6][C:7]([C:11]2[CH:16]=[CH:15][CH:14]=[CH:13][CH:12]=2)=[CH:8][C:9]=1[NH2:10])=[O:4].O=[C:18]1[CH2:23][CH2:22][N:21]([C:24]([O:26][CH2:27][C:28]2[CH:33]=[CH:32][CH:31]=[CH:30][CH:29]=2)=[O:25])[CH2:20][CH2:19]1.C([Sn](Cl)(Cl)CCCC)CCC.C1([SiH3])C=CC=CC=1. Given the product [CH3:1][O:2][C:3]([C:5]1[S:6][C:7]([C:11]2[CH:16]=[CH:15][CH:14]=[CH:13][CH:12]=2)=[CH:8][C:9]=1[NH:10][CH:18]1[CH2:23][CH2:22][N:21]([C:24]([O:26][CH2:27][C:28]2[CH:29]=[CH:30][CH:31]=[CH:32][CH:33]=2)=[O:25])[CH2:20][CH2:19]1)=[O:4], predict the reactants needed to synthesize it. (4) Given the product [C:8]([N:12]([CH2:13][CH2:14][C:15]#[C:16][C:17]1[S:18][CH:19]=[CH:20][CH:21]=1)[C:3](=[O:4])[C:5]([O:6][CH2:27][CH3:28])=[O:31])([CH3:11])([CH3:9])[CH3:10], predict the reactants needed to synthesize it. The reactants are: CC[C:3]([C:5](Cl)=[O:6])=[O:4].[C:8]([NH:12][CH2:13][CH2:14][C:15]#[C:16][C:17]1[S:18][CH:19]=[CH:20][CH:21]=1)([CH3:11])([CH3:10])[CH3:9].C(N([CH2:27][CH3:28])CC)C.C([O:31]CC)C. (5) Given the product [OH-:23].[NH4+:13].[Cl:1][C:2]1[CH:3]=[C:4]([C:8]2[CH:9]=[C:10]3[C:14](=[CH:15][CH:16]=2)[N:13]=[C:12]([NH2:25])[C:11]23[CH2:21][CH2:20][CH2:19][CH2:18][CH2:17]2)[CH:5]=[CH:6][CH:7]=1, predict the reactants needed to synthesize it. The reactants are: [Cl:1][C:2]1[CH:3]=[C:4]([C:8]2[CH:9]=[C:10]3[C:14](=[CH:15][CH:16]=2)[N:13]=[CH:12][C:11]23[CH2:21][CH2:20][CH2:19][CH2:18][CH:17]2N[OH:23])[CH:5]=[CH:6][CH:7]=1.O.[NH2:25]N. (6) Given the product [P:12]([Cl:15])([Cl:14])([O:11][C:1]1[C:10]2[C:5](=[CH:6][CH:7]=[CH:8][CH:9]=2)[CH:4]=[CH:3][CH:2]=1)=[O:13], predict the reactants needed to synthesize it. The reactants are: [C:1]1([OH:11])[C:10]2[C:5](=[CH:6][CH:7]=[CH:8][CH:9]=2)[CH:4]=[CH:3][CH:2]=1.[P:12](Cl)([Cl:15])([Cl:14])=[O:13].CCN(CC)CC.